Dataset: Reaction yield outcomes from USPTO patents with 853,638 reactions. Task: Predict the reaction yield, written as a fraction of the theoretical maximum amount of product (1.0 means a 100% yield; for example, 0.34 means a 34% yield). (1) The reactants are [NH2:1][C:2]1[CH:7]=[CH:6][C:5]([C:8]2[N:13]=[C:12]([N:14]3[CH:19]([CH3:20])[CH2:18][O:17][CH2:16][CH:15]3[CH3:21])[N:11]=[C:10]([C:22]3[CH:27]=[CH:26][C:25]([NH:28][C:29]([NH:31][CH3:32])=[O:30])=[CH:24][CH:23]=3)[N:9]=2)=[CH:4][CH:3]=1.[N:33]1[CH:38]=[CH:37][CH:36]=[C:35]([NH:39][C:40](=O)[O:41]C2C=CC=CC=2)[CH:34]=1. No catalyst specified. The product is [CH3:21][CH:15]1[CH2:16][O:17][CH2:18][CH:19]([CH3:20])[N:14]1[C:12]1[N:11]=[C:10]([C:22]2[CH:27]=[CH:26][C:25]([NH:28][C:29](=[O:30])[NH:31][CH3:32])=[CH:24][CH:23]=2)[N:9]=[C:8]([C:5]2[CH:4]=[CH:3][C:2]([NH:1][C:40]([NH:39][C:35]3[CH:34]=[N:33][CH:38]=[CH:37][CH:36]=3)=[O:41])=[CH:7][CH:6]=2)[N:13]=1. The yield is 0.0600. (2) The reactants are I[CH2:2][C:3]1([C:8]([O:10][CH3:11])=[O:9])[CH2:7][CH2:6][CH2:5][CH2:4]1.[C:12]([O:16][C:17](=[O:26])[NH:18][CH2:19][CH:20]1[CH2:25][CH2:24][NH:23][CH2:22][CH2:21]1)([CH3:15])([CH3:14])[CH3:13].CCN(C(C)C)C(C)C. The catalyst is CN1CCCC1=O.C([O-])(O)=O.[Na+]. The product is [C:12]([O:16][C:17]([NH:18][CH2:19][CH:20]1[CH2:21][CH2:22][N:23]([CH2:2][C:3]2([C:8]([O:10][CH3:11])=[O:9])[CH2:7][CH2:6][CH2:5][CH2:4]2)[CH2:24][CH2:25]1)=[O:26])([CH3:15])([CH3:13])[CH3:14]. The yield is 0.670. (3) The reactants are Br[CH2:2][C:3]([C:5]1[CH:6]=[CH:7][C:8]2[C:17]3[CH:16]=[C:15]4[CH2:18][CH2:19][CH2:20][C:21](=[O:22])[C:14]4=[CH:13][C:12]=3[O:11][CH2:10][C:9]=2[CH:23]=1)=[O:4].[C:24]([O:28][C:29]([N:31]1[CH2:35][C@@H:34]([CH3:36])[CH2:33][C@H:32]1[C:37]([OH:39])=[O:38])=[O:30])([CH3:27])([CH3:26])[CH3:25].CCN(C(C)C)C(C)C. The catalyst is CC#N.CCOC(C)=O. The product is [CH3:36][C@@H:34]1[CH2:35][N:31]([C:29]([O:28][C:24]([CH3:25])([CH3:27])[CH3:26])=[O:30])[C@H:32]([C:37]([O:39][CH2:2][C:3](=[O:4])[C:5]2[CH:6]=[CH:7][C:8]3[C:17]4[CH:16]=[C:15]5[CH2:18][CH2:19][CH2:20][C:21](=[O:22])[C:14]5=[CH:13][C:12]=4[O:11][CH2:10][C:9]=3[CH:23]=2)=[O:38])[CH2:33]1. The yield is 0.690. (4) The catalyst is C1C=CC([P]([Pd]([P](C2C=CC=CC=2)(C2C=CC=CC=2)C2C=CC=CC=2)([P](C2C=CC=CC=2)(C2C=CC=CC=2)C2C=CC=CC=2)[P](C2C=CC=CC=2)(C2C=CC=CC=2)C2C=CC=CC=2)(C2C=CC=CC=2)C2C=CC=CC=2)=CC=1. The reactants are [CH2:1]=[C:2]([Mg]Br)[CH3:3].B(OC(C)C)(OC(C)C)OC(C)C.C([O-])([O-])=O.[K+].[K+].[F:25][C:26]1[CH:31]=[CH:30][C:29]([C:32]2[O:46][C:35]3=[N:36][C:37]([NH:41][S:42]([CH3:45])(=[O:44])=[O:43])=[C:38](I)[CH:39]=[C:34]3[C:33]=2[C:47]([NH:49][CH3:50])=[O:48])=[CH:28][CH:27]=1. The product is [F:25][C:26]1[CH:31]=[CH:30][C:29]([C:32]2[O:46][C:35]3=[N:36][C:37]([NH:41][S:42]([CH3:45])(=[O:44])=[O:43])=[C:38]([C:2]([CH3:3])=[CH2:1])[CH:39]=[C:34]3[C:33]=2[C:47]([NH:49][CH3:50])=[O:48])=[CH:28][CH:27]=1. The yield is 0.730. (5) The reactants are C([O:5][C:6](=[O:36])[C:7]([CH3:35])([CH3:34])[CH2:8][NH:9][C:10]([C:12]1[N:13]=[C:14]([C:32]#[N:33])[C:15]2[C:20]([C:21]=1[OH:22])=[CH:19][CH:18]=[C:17]([O:23][C:24]1[CH:29]=[CH:28][C:27]([F:30])=[CH:26][C:25]=1[Cl:31])[CH:16]=2)=[O:11])(C)(C)C. The catalyst is C(O)(C(F)(F)F)=O.C(Cl)Cl. The product is [Cl:31][C:25]1[CH:26]=[C:27]([F:30])[CH:28]=[CH:29][C:24]=1[O:23][C:17]1[CH:16]=[C:15]2[C:20]([C:21]([OH:22])=[C:12]([C:10]([NH:9][CH2:8][C:7]([CH3:35])([CH3:34])[C:6]([OH:36])=[O:5])=[O:11])[N:13]=[C:14]2[C:32]#[N:33])=[CH:19][CH:18]=1. The yield is 0.660.